The task is: Predict the product of the given reaction.. This data is from Forward reaction prediction with 1.9M reactions from USPTO patents (1976-2016). The product is: [F:1][C:2]1[CH:7]=[CH:6][CH:5]=[CH:4][C:3]=1[C:8]1[N:9]([S:23]([C:17]2[CH:22]=[CH:21][CH:20]=[CH:19][CH:18]=2)(=[O:25])=[O:24])[CH:10]=[C:11]([CH:13]=[O:14])[N:12]=1. Given the reactants [F:1][C:2]1[CH:7]=[CH:6][CH:5]=[CH:4][C:3]=1[C:8]1[NH:9][CH:10]=[C:11]([CH:13]=[O:14])[N:12]=1.[H-].[Na+].[C:17]1([S:23](Cl)(=[O:25])=[O:24])[CH:22]=[CH:21][CH:20]=[CH:19][CH:18]=1, predict the reaction product.